From a dataset of Reaction yield outcomes from USPTO patents with 853,638 reactions. Predict the reaction yield, written as a fraction of the theoretical maximum amount of product (1.0 means a 100% yield; for example, 0.34 means a 34% yield). (1) The reactants are [NH:1]1[CH2:6][CH2:5][CH:4]([CH2:7][N:8]2[CH2:13][CH2:12][CH:11]([CH2:14][NH:15][C:16]([C:18]3[C:26]4[N:25]=[C:24]([CH:27]([CH3:29])[CH3:28])[NH:23][C:22]=4[CH:21]=[CH:20][CH:19]=3)=[O:17])[CH2:10][CH2:9]2)[CH2:3][CH2:2]1.C(N(CC)C(C)C)(C)C.ClCCl.[Cl:42][C:43]1[CH:51]=[CH:50][CH:49]=[CH:48][C:44]=1[C:45](Cl)=[O:46]. The catalyst is O1CCCC1.CN(C)C=O. The product is [Cl:42][C:43]1[CH:51]=[CH:50][CH:49]=[CH:48][C:44]=1[C:45]([N:1]1[CH2:2][CH2:3][CH:4]([CH2:7][N:8]2[CH2:9][CH2:10][CH:11]([CH2:14][NH:15][C:16]([C:18]3[C:26]4[N:25]=[C:24]([CH:27]([CH3:29])[CH3:28])[NH:23][C:22]=4[CH:21]=[CH:20][CH:19]=3)=[O:17])[CH2:12][CH2:13]2)[CH2:5][CH2:6]1)=[O:46]. The yield is 0.620. (2) The product is [CH2:20]([N:8]1[C:9]2[C:4](=[CH:3][C:2]([Cl:1])=[CH:11][CH:10]=2)[CH2:5][CH:6]([NH:12][C:13](=[O:19])[O:14][C:15]([CH3:16])([CH3:18])[CH3:17])[CH2:7]1)[C:21]1[CH:26]=[CH:25][CH:24]=[CH:23][CH:22]=1. The yield is 0.800. The reactants are [Cl:1][C:2]1[CH:3]=[C:4]2[C:9](=[CH:10][CH:11]=1)[NH:8][CH2:7][CH:6]([NH:12][C:13](=[O:19])[O:14][C:15]([CH3:18])([CH3:17])[CH3:16])[CH2:5]2.[CH:20](=O)[C:21]1[CH:26]=[CH:25][CH:24]=[CH:23][CH:22]=1.C(O[BH-](OC(=O)C)OC(=O)C)(=O)C.[Na+].CC(O)=O. The catalyst is ClCCCl.CCOC(C)=O. (3) The reactants are Cl[C:2]1[C:3](=[O:17])[N:4]([CH2:15][CH3:16])[S:5](=[O:14])(=[O:13])[C:6]=1[C:7]1[CH:12]=[CH:11][CH:10]=[CH:9][CH:8]=1.[O:18]1[CH2:23][CH2:22][N:21]([C:24]2[CH:30]=[CH:29][C:27]([NH2:28])=[CH:26][CH:25]=2)[CH2:20][CH2:19]1. The catalyst is CN(C=O)C. The product is [CH2:15]([N:4]1[C:3](=[O:17])[C:2]([NH:28][C:27]2[CH:26]=[CH:25][C:24]([N:21]3[CH2:22][CH2:23][O:18][CH2:19][CH2:20]3)=[CH:30][CH:29]=2)=[C:6]([C:7]2[CH:12]=[CH:11][CH:10]=[CH:9][CH:8]=2)[S:5]1(=[O:14])=[O:13])[CH3:16]. The yield is 0.290.